This data is from NCI-60 drug combinations with 297,098 pairs across 59 cell lines. The task is: Regression. Given two drug SMILES strings and cell line genomic features, predict the synergy score measuring deviation from expected non-interaction effect. Drug 1: CC1CCC2CC(C(=CC=CC=CC(CC(C(=O)C(C(C(=CC(C(=O)CC(OC(=O)C3CCCCN3C(=O)C(=O)C1(O2)O)C(C)CC4CCC(C(C4)OC)OCCO)C)C)O)OC)C)C)C)OC. Drug 2: CC12CCC3C(C1CCC2OP(=O)(O)O)CCC4=C3C=CC(=C4)OC(=O)N(CCCl)CCCl.[Na+]. Cell line: MALME-3M. Synergy scores: CSS=22.9, Synergy_ZIP=-1.50, Synergy_Bliss=0.304, Synergy_Loewe=0.362, Synergy_HSA=2.75.